Dataset: Peptide-MHC class I binding affinity with 185,985 pairs from IEDB/IMGT. Task: Regression. Given a peptide amino acid sequence and an MHC pseudo amino acid sequence, predict their binding affinity value. This is MHC class I binding data. (1) The peptide sequence is GQFLSFASL. The MHC is HLA-A80:01 with pseudo-sequence HLA-A80:01. The binding affinity (normalized) is 0.0847. (2) The peptide sequence is VLEWRFDSRL. The MHC is HLA-A32:01 with pseudo-sequence HLA-A32:01. The binding affinity (normalized) is 0. (3) The peptide sequence is IVKQGRDAL. The MHC is HLA-B51:01 with pseudo-sequence HLA-B51:01. The binding affinity (normalized) is 0.0847. (4) The peptide sequence is RAVPPNPTI. The MHC is HLA-A01:01 with pseudo-sequence HLA-A01:01. The binding affinity (normalized) is 0.0847. (5) The peptide sequence is FKVAFSKHYK. The MHC is HLA-A68:01 with pseudo-sequence HLA-A68:01. The binding affinity (normalized) is 0.412. (6) The peptide sequence is DLVKSSFVKK. The MHC is HLA-A03:01 with pseudo-sequence HLA-A03:01. The binding affinity (normalized) is 0.533. (7) The peptide sequence is THVKINDKC. The MHC is H-2-Kb with pseudo-sequence H-2-Kb. The binding affinity (normalized) is 0. (8) The peptide sequence is VPHVIEEVM. The MHC is HLA-B40:01 with pseudo-sequence HLA-B40:01. The binding affinity (normalized) is 0.0847. (9) The peptide sequence is ETIEDYLGY. The MHC is HLA-A29:02 with pseudo-sequence HLA-A29:02. The binding affinity (normalized) is 0.595. (10) The peptide sequence is ALADRIYSF. The MHC is Mamu-A2201 with pseudo-sequence Mamu-A2201. The binding affinity (normalized) is 0.459.